From a dataset of Forward reaction prediction with 1.9M reactions from USPTO patents (1976-2016). Predict the product of the given reaction. (1) Given the reactants [CH3:1][S:2]([N:5](S(C)(=O)=O)[C:6]1[CH:35]=[CH:34][C:9]([C:10]([N:12]2[C:21]3[C:16](=[CH:17][CH:18]=[CH:19][CH:20]=3)[C@H:15]([N:22]([C:26]3[CH:31]=[CH:30][C:29]([Cl:32])=[CH:28][CH:27]=3)[C:23](=[O:25])[CH3:24])[CH2:14][C@@H:13]2[CH3:33])=[O:11])=[CH:8][CH:7]=1)(=[O:4])=[O:3].[OH-].[Na+].O.C(=O)(O)[O-].[Na+], predict the reaction product. The product is: [Cl:32][C:29]1[CH:30]=[CH:31][C:26]([N:22]([C@H:15]2[C:16]3[C:21](=[CH:20][CH:19]=[CH:18][CH:17]=3)[N:12]([C:10](=[O:11])[C:9]3[CH:34]=[CH:35][C:6]([NH:5][S:2]([CH3:1])(=[O:3])=[O:4])=[CH:7][CH:8]=3)[C@@H:13]([CH3:33])[CH2:14]2)[C:23](=[O:25])[CH3:24])=[CH:27][CH:28]=1. (2) Given the reactants C1([C:7]2[NH:8][C:9]3[CH:15]=[CH:14][CH:13]=[CH:12][C:10]=3[N:11]=2)C=CC=CC=1.[H-].[Na+].I[CH2:19][CH2:20]C, predict the reaction product. The product is: [C:9]1([N:8]2[CH:20]=[CH:19][N:11]=[CH:7]2)[CH:10]=[CH:12][CH:13]=[CH:14][CH:15]=1. (3) The product is: [C:13]([O:12][C:10]([NH:9][C@@H:8]([CH2:7][CH2:6][C:5](=[O:4])[CH3:1])[C:17]([O:19][CH3:20])=[O:18])=[O:11])([CH3:16])([CH3:15])[CH3:14]. Given the reactants [CH3:1][Mg+].[Br-].[O:4]=[C:5]1[N:9]([C:10]([O:12][C:13]([CH3:16])([CH3:15])[CH3:14])=[O:11])[C@H:8]([C:17]([O:19][CH3:20])=[O:18])[CH2:7][CH2:6]1, predict the reaction product.